From a dataset of Retrosynthesis with 50K atom-mapped reactions and 10 reaction types from USPTO. Predict the reactants needed to synthesize the given product. Given the product O=[N+]([O-])c1cnc2[nH]c(-c3ccnc(Cl)c3)nc2c1, predict the reactants needed to synthesize it. The reactants are: Nc1cc([N+](=O)[O-])cnc1N.O=C(O)c1ccnc(Cl)c1.